This data is from Experimentally validated miRNA-target interactions with 360,000+ pairs, plus equal number of negative samples. The task is: Binary Classification. Given a miRNA mature sequence and a target amino acid sequence, predict their likelihood of interaction. (1) The miRNA is cel-miR-251 with sequence UUAAGUAGUGGUGCCGCUCUUA. The protein sequence of the target gene is MQDEIIDFFRSPALLFYMTLMLTICVVNGSQQVGEVVETEFHAYRLHQYEISGNIYGCKNYRVSYEAVSLGARTLRRTMVTTWRDLLTTDVDDMWALSTGAVLIFIPDNLDELNDIDRKAFIDLEAKLLSAKTDLAVYVAPFNDDAVSILHDVNTRSEKAPTALQHLLQSLSGNTISITSSDQSPELPPSYKPLNIVGRLSSGDRAAPTIAFVAHYDTQSAVPGVSPGADSNGSGIVALLELLAVLSKFYDSPSTRPPYNILFIWTAAGKLNYQGTRHWIDEYQKGFDSADYAKSGLSRK.... Result: 1 (interaction). (2) The miRNA is hsa-miR-508-5p with sequence UACUCCAGAGGGCGUCACUCAUG. The protein sequence of the target gene is MHLLGFFSVACSLLAAALLPGPREAPAAAAAFESGLDLSDAEPDAGEATAYASKDLEEQLRSVSSVDELMTVLYPEYWKMYKCQLRKGGWQHNREQANLNSRTEETIKFAAAHYNTEILKSIDNEWRKTQCMPREVCIDVGKEFGVATNTFFKPPCVSVYRCGGCCNSEGLQCMNTSTSYLSKTLFEITVPLSQGPKPVTISFANHTSCRCMSKLDVYRQVHSIIRRSLPATLPQCQAANKTCPTNYMWNNHICRCLAQEDFMFSSDAGDDSTDGFHDICGPNKELDEETCQCVCRAGLR.... Result: 1 (interaction). (3) The miRNA is mmu-miR-144-3p with sequence UACAGUAUAGAUGAUGUACU. The protein sequence of the target gene is MPEKRLTAEPPTITEEEFEDSLATDDFLVDYFNEFLSLPTFSEAIRFNADYGVFEVANDAPQFLEKQLKKILQNQQPRNPIYDVVRKGKNEVKPVQMNAPDEDETINVNYNIMCLSREEGIKWIKKERLPAFLESDCYFEYRLAKLVSQVRWSKSGMNFTVGSNFSPWIVKKPPSLPPPATEEDNLVIMKKFYVSLGEASYTQTKDWFALAKQSQQTVSTFSLPCCVPYNKLKSPAISSVSENFIFDDGVHPRTKKDPSKTNKLISEFEEEEGEEEEVSVSLQDTPSQALLRVYLEKKQD.... Result: 0 (no interaction). (4) The miRNA is hsa-miR-1468-3p with sequence AGCAAAAUAAGCAAAUGGAAAA. The protein sequence of the target gene is MSGPLEGADGGGDPRPGEPFCPGGVPSPGAPQHRPCPGPSLADDTDANSNGSSGNESNGPESRGASQRSSHSSSSGNGKDSALLETTESSKSTNSQSPSPPSSSIAYSLLSASSEQDNPSTSGCSSEQSARARTQKELMTALRELKLRLPPERRGKGRSGTLATLQYALACVKQVQANQEYYQQWSLEEGEPCAMDMSTYTLEELEHITSEYTLRNQDTFSVAVSFLTGRIVYISEQAGVLLRCKRDVFRGARFSELLAPQDVGVFYGSTTPSRLPTWGTGTSAGSGLKDFTQEKSVFCR.... Result: 0 (no interaction). (5) The miRNA is hsa-miR-607 with sequence GUUCAAAUCCAGAUCUAUAAC. The protein sequence of the target gene is MPTESGSCSTARQAKQKRKSHSLSIRRTNSSEQERTGLPREMLEGQDSKLPSSVRSTLLELFGQIEREFENLYIENLELRREIDTLNERLAGEGQAIDGAELSKGQLKTKASHSTSQLSQKLKTTYKASTSKIVSSFKTTTSRAICQLVKEYIGHRDGIWDVSVTRTQPIVLGTASADHTALLWSIETGKCLVKYAGHVGSVNSIKFHPSEQLALTASGDQTAHIWRYVVQLPTPQPVADTSQQISGEDEIECSDKDEPDIDGDVSSDCPTVRVPLTSLKSHQGVVIAADWLVGGKQVVT.... Result: 0 (no interaction). (6) The miRNA is mmu-miR-149-5p with sequence UCUGGCUCCGUGUCUUCACUCCC. The protein sequence of the target gene is MVQKYQSPVRVYKHPFELIMAAYERRFPTCPLIPMFVDSDTVSEFKSEDGALHVIERRCKLDIDAPRLLKKIAGVDYVYFVQKNSLNSRDRTLHIEAHNETFSNRVIIHEHCCYTVHPENEDWTCFEQSASLDIKSFFGFESTVEKIAMKHYTSNIKKGKEIIEYYLRQLEEEGITFVPRWTPPPVGPSETCSSSKNQVTSAAVLVPDAAAVMEGLSGENLSSPGTASEPVVGTPDDKLDADYIKRYLGDLTPLQESCLIRLRQWLQETHKGKIPKDEHILRFLRARDFNIDKAREIMCQ.... Result: 1 (interaction). (7) Result: 0 (no interaction). The protein sequence of the target gene is MGDQRPQDRPSSPGMDSTPWYCDKPPSKYFAKRKHRRLRFPPVDTQNWVFVTEGMDDFRYGCQSPEDTLVCRRDEFLLPKISLRGPQADPKSRKKKLLKKAALFSKLSPAQPARKAFVEEVEAQLMTKHPLAMYPNLGEDMPPDLLLQVLKPLDPERKLEDAGSCEGQEKTTDEPTEPGKYPCGEFSPRPPETRVSCLPPEPPKTPVSSLRPEPPETGVSHLRPQPPKTQVSSLHLEPPETGVSHLRPEPPKTQVSSLHLEPPETGVSHLYLEPPGTGVSHLCPEPPKTRVSHLHREPPE.... The miRNA is hsa-miR-3613-3p with sequence ACAAAAAAAAAAGCCCAACCCUUC.